Dataset: Peptide-MHC class II binding affinity with 134,281 pairs from IEDB. Task: Regression. Given a peptide amino acid sequence and an MHC pseudo amino acid sequence, predict their binding affinity value. This is MHC class II binding data. (1) The peptide sequence is PCRAGFETNVSHNVQ. The MHC is HLA-DQA10301-DQB10302 with pseudo-sequence HLA-DQA10301-DQB10302. The binding affinity (normalized) is 0.122. (2) The peptide sequence is NPQKENDQYIFTGQP. The MHC is DRB3_0101 with pseudo-sequence DRB3_0101. The binding affinity (normalized) is 0.143.